This data is from Forward reaction prediction with 1.9M reactions from USPTO patents (1976-2016). The task is: Predict the product of the given reaction. (1) The product is: [C:20]1([N:19]2[CH2:28][C:11]3[CH:12]=[C:13]4[C:8](=[CH:9][C:10]=3[O:27][CH2:26]2)[O:7][CH2:6][C:5]([C:4]2[CH:3]=[C:2]([OH:1])[CH:18]=[CH:17][CH:16]=2)=[CH:14]4)[CH:25]=[CH:24][CH:23]=[CH:22][CH:21]=1. Given the reactants [OH:1][C:2]1[CH:3]=[C:4]([CH:16]=[CH:17][CH:18]=1)[C:5]1[CH2:6][O:7][C:8]2[C:13]([CH:14]=1)=[CH:12][CH:11]=[C:10](O)[CH:9]=2.[NH2:19][C:20]1[CH:25]=[CH:24][CH:23]=[CH:22][CH:21]=1.[CH2:26]=[O:27].[CH2:28](O)C, predict the reaction product. (2) Given the reactants FC(F)(F)S(O[C:7]1[CH2:12][CH2:11][N:10]([C:13]([O:15][C:16]([CH3:19])([CH3:18])[CH3:17])=[O:14])[CH2:9][CH:8]=1)(=O)=O.[C:22]([O:26][C:27](=[O:46])[NH:28][C:29]1[CH:34]=[CH:33][C:32](B2OC(C)(C)C(C)(C)O2)=[CH:31][C:30]=1[O:44][CH3:45])([CH3:25])([CH3:24])[CH3:23].C([O-])(O)=O.[Na+].C(OCC)(=O)C, predict the reaction product. The product is: [C:22]([O:26][C:27]([NH:28][C:29]1[CH:34]=[CH:33][C:32]([C:7]2[CH2:12][CH2:11][N:10]([C:13]([O:15][C:16]([CH3:19])([CH3:18])[CH3:17])=[O:14])[CH2:9][CH:8]=2)=[CH:31][C:30]=1[O:44][CH3:45])=[O:46])([CH3:25])([CH3:24])[CH3:23]. (3) Given the reactants [OH-:1].[K+].[CH3:3][O:4][C:5]1[N:10]=C(C(=O)C)C=[N:7][CH:6]=1.[C:14]([OH:17])(=O)C.[C:18](O)(=[O:20])C.I[C:23]1[CH:28]=[CH:27][CH:26]=CC=1, predict the reaction product. The product is: [CH3:18][O:20][C:28]([O:17][CH3:14])([C:27]1[CH:26]=[N:7][CH:6]=[C:5]([O:4][CH3:3])[N:10]=1)[CH2:23][OH:1].